From a dataset of Full USPTO retrosynthesis dataset with 1.9M reactions from patents (1976-2016). Predict the reactants needed to synthesize the given product. (1) Given the product [Cl:12][C:11]1[C:10]2[C:5](=[CH:6][CH:7]=[CH:8][CH:9]=2)[N:4]=[CH:3][C:2]=1[NH:1][C:13](=[O:20])[C:14]1[CH:19]=[CH:18][CH:17]=[CH:16][CH:15]=1, predict the reactants needed to synthesize it. The reactants are: [NH2:1][C:2]1[CH:3]=[N:4][C:5]2[C:10]([C:11]=1[Cl:12])=[CH:9][CH:8]=[CH:7][CH:6]=2.[C:13](Cl)(=[O:20])[C:14]1[CH:19]=[CH:18][CH:17]=[CH:16][CH:15]=1.ClCCl. (2) Given the product [CH2:12]([O:11][C:9]([C@@H:2]1[C@@H:3]([CH2:4][OH:5])[NH:1]1)=[O:10])[CH3:13], predict the reactants needed to synthesize it. The reactants are: [NH:1]1[C@H:3]([C:4](OCC)=[O:5])[C@H:2]1[C:9]([O:11][CH2:12][CH3:13])=[O:10].CCO.[BH4-].[Na+]. (3) The reactants are: [F:1][CH:2]([F:35])[C:3]1[CH:12]=[C:11]2[C:6]([CH:7]([CH3:28])[CH2:8][CH2:9][N:10]2[C:13]2[C:17]3[CH2:18][NH:19][CH2:20][CH2:21][C:16]=3[N:15]([CH:22]3[CH2:27][CH2:26][O:25][CH2:24][CH2:23]3)[N:14]=2)=[CH:5][C:4]=1[C:29]1[CH:30]=[N:31][N:32]([CH3:34])[CH:33]=1.[C:36](Cl)(=[O:47])OC1C=CC([N+]([O-])=O)=CC=1.[N:49]1C=CC=C[CH:50]=1.CN.C1COCC1. Given the product [F:35][CH:2]([F:1])[C:3]1[CH:12]=[C:11]2[C:6]([CH:7]([CH3:28])[CH2:8][CH2:9][N:10]2[C:13]2[C:17]3[CH2:18][N:19]([C:36]([NH:49][CH3:50])=[O:47])[CH2:20][CH2:21][C:16]=3[N:15]([CH:22]3[CH2:27][CH2:26][O:25][CH2:24][CH2:23]3)[N:14]=2)=[CH:5][C:4]=1[C:29]1[CH:30]=[N:31][N:32]([CH3:34])[CH:33]=1, predict the reactants needed to synthesize it. (4) Given the product [C:36]1([C:35]2[N:43]=[C:11]([CH2:10][N:9]([CH2:14][C:15]([F:18])([F:16])[F:17])[C:6]3[CH:7]=[CH:8][C:3]([C:1]#[N:2])=[C:4]([C:19]([F:22])([F:21])[F:20])[CH:5]=3)[O:12][N:42]=2)[CH:41]=[CH:40][CH:39]=[CH:38][CH:37]=1, predict the reactants needed to synthesize it. The reactants are: [C:1]([C:3]1[CH:8]=[CH:7][C:6]([N:9]([CH2:14][C:15]([F:18])([F:17])[F:16])[CH2:10][C:11](O)=[O:12])=[CH:5][C:4]=1[C:19]([F:22])([F:21])[F:20])#[N:2].CCN=C=NCCCN(C)C.Cl.[C:35](=[N:43]O)([NH2:42])[C:36]1[CH:41]=[CH:40][CH:39]=[CH:38][CH:37]=1.